Dataset: Forward reaction prediction with 1.9M reactions from USPTO patents (1976-2016). Task: Predict the product of the given reaction. (1) Given the reactants [I-].[CH3:2][S+](C)(C)=O.[H-].[Na+].[CH2:9]([O:11][C:12]([C:14]1[N:15]=[CH:16][N:17]([CH:25]2[C:30](=[O:31])[CH2:29][CH2:28][N:27]([C:32]([O:34][CH2:35][C:36]3[CH:41]=[CH:40][CH:39]=[CH:38][CH:37]=3)=[O:33])[CH2:26]2)[C:18]=1[C:19]1[CH:24]=[CH:23][CH:22]=[CH:21][CH:20]=1)=[O:13])[CH3:10].[Cl-].[NH4+], predict the reaction product. The product is: [CH2:9]([O:11][C:12]([C:14]1[N:15]=[CH:16][N:17]([CH:25]2[CH2:26][N:27]([C:32]([O:34][CH2:35][C:36]3[CH:41]=[CH:40][CH:39]=[CH:38][CH:37]=3)=[O:33])[CH2:28][CH2:29][C:30]32[O:31][CH2:2]3)[C:18]=1[C:19]1[CH:20]=[CH:21][CH:22]=[CH:23][CH:24]=1)=[O:13])[CH3:10]. (2) Given the reactants [F:1][C:2]1[CH:7]=[C:6]([F:8])[CH:5]=[CH:4][C:3]=1[C:9](=[CH2:28])[CH2:10][C@@H:11]([CH2:26][OH:27])[C:12]([N:14]1[C@H:18]([C:19]2[CH:24]=[CH:23][CH:22]=[CH:21][CH:20]=2)[CH2:17][O:16][C:15]1=[O:25])=[O:13].C(=O)([O-])[O-].[Na+].[Na+].[I:35]I, predict the reaction product. The product is: [F:1][C:2]1[CH:7]=[C:6]([F:8])[CH:5]=[CH:4][C:3]=1[C@:9]1([CH2:28][I:35])[O:27][CH2:26][C@@H:11]([C:12]([N:14]2[C@H:18]([C:19]3[CH:24]=[CH:23][CH:22]=[CH:21][CH:20]=3)[CH2:17][O:16][C:15]2=[O:25])=[O:13])[CH2:10]1. (3) Given the reactants [Br:1][C:2]1[CH:3]=[C:4]([CH:9]2[CH2:14][CH:13]([S:15]([C:18]3[CH:23]=[CH:22][CH:21]=[C:20]([C:24]([F:27])([F:26])[F:25])[CH:19]=3)(=[O:17])=[O:16])[CH2:12][CH2:11][O:10]2)[CH:5]=[CH:6][C:7]=1[F:8].[CH3:28]C([O-])(C)C.[K+].CI, predict the reaction product. The product is: [Br:1][C:2]1[CH:3]=[C:4]([CH:9]2[CH2:14][C:13]([CH3:28])([S:15]([C:18]3[CH:23]=[CH:22][CH:21]=[C:20]([C:24]([F:27])([F:25])[F:26])[CH:19]=3)(=[O:17])=[O:16])[CH2:12][CH2:11][O:10]2)[CH:5]=[CH:6][C:7]=1[F:8]. (4) The product is: [F:24][C:25]1[C:26]([C:31]2[CH:36]=[CH:35][C:34]3[N:33]([C:2]([NH:1][C:4]4[CH:5]=[N:6][CH:7]=[CH:8][C:9]=4[N:10]4[CH2:15][CH2:14][CH2:13][C@H:12]([NH:16][C:17](=[O:23])[O:18][C:19]([CH3:22])([CH3:21])[CH3:20])[CH2:11]4)=[N:38][N:37]=3)[N:32]=2)=[N:27][CH:28]=[CH:29][CH:30]=1. Given the reactants [N:1]([C:4]1[CH:5]=[N:6][CH:7]=[CH:8][C:9]=1[N:10]1[CH2:15][CH2:14][CH2:13][C@H:12]([NH:16][C:17](=[O:23])[O:18][C:19]([CH3:22])([CH3:21])[CH3:20])[CH2:11]1)=[C:2]=S.[F:24][C:25]1[C:26]([C:31]2[N:32]=[N:33][C:34]([NH:37][NH2:38])=[CH:35][CH:36]=2)=[N:27][CH:28]=[CH:29][CH:30]=1.C1CCC(N=C=NC2CCCCC2)CC1, predict the reaction product. (5) Given the reactants [F:1][C:2]1[CH:3]=[C:4]([C:8]2[N:13]=[C:12]([NH2:14])[CH:11]=[N:10][CH:9]=2)[CH:5]=[CH:6][CH:7]=1.[Br:15]N1C(=O)CCC1=O, predict the reaction product. The product is: [Br:15][C:9]1[N:10]=[CH:11][C:12]([NH2:14])=[N:13][C:8]=1[C:4]1[CH:5]=[CH:6][CH:7]=[C:2]([F:1])[CH:3]=1. (6) Given the reactants C(O1[CH2:11][CH:10]([C:12]2[N:16]([CH3:17])[N:15]=[CH:14][C:13]=2[C:18]2[CH:19]=[C:20]3[C:29](=[CH:30][CH:31]=2)[C:28]2[N:24]([CH:25]=[C:26]([C:32]4[N:36]([CH:37]([CH3:39])[CH3:38])[N:35]=[C:34]([CH3:40])[N:33]=4)[N:27]=2)[CH2:23][CH2:22][O:21]3)[CH2:9][CH2:8][NH:7][C:6]1=O)(C)(C)C.[H-].[H-].[H-].[H-].[Li+].[Al+3].CO, predict the reaction product. The product is: [CH:37]([N:36]1[C:32]([C:26]2[N:27]=[C:28]3[C:29]4[CH:30]=[CH:31][C:18]([C:13]5[CH:14]=[N:15][N:16]([CH3:17])[C:12]=5[CH:10]5[CH2:9][CH2:8][N:7]([CH3:6])[CH2:11]5)=[CH:19][C:20]=4[O:21][CH2:22][CH2:23][N:24]3[CH:25]=2)=[N:33][C:34]([CH3:40])=[N:35]1)([CH3:39])[CH3:38].